Dataset: Forward reaction prediction with 1.9M reactions from USPTO patents (1976-2016). Task: Predict the product of the given reaction. (1) Given the reactants [CH2:1]([C:8]1([OH:31])[CH2:13][CH2:12][N:11]([CH2:14][CH2:15][NH:16][C:17]([NH:19][C:20]2[C:29]3[C:24](=[CH:25][CH:26]=[CH:27][CH:28]=3)[N:23]=[C:22]([CH3:30])[CH:21]=2)=[O:18])[CH2:10][CH2:9]1)[C:2]1[CH:7]=[CH:6][CH:5]=[CH:4][CH:3]=1.[CH2:32]([C:38]([OH:40])=[O:39])[C@H:33]([OH:37])[C:34]([OH:36])=[O:35], predict the reaction product. The product is: [C:34]([OH:36])(=[O:35])[CH:33]([CH2:32][C:38]([OH:40])=[O:39])[OH:37].[CH2:1]([C:8]1([OH:31])[CH2:9][CH2:10][N:11]([CH2:14][CH2:15][NH:16][C:17]([NH:19][C:20]2[C:29]3[C:24](=[CH:25][CH:26]=[CH:27][CH:28]=3)[N:23]=[C:22]([CH3:30])[CH:21]=2)=[O:18])[CH2:12][CH2:13]1)[C:2]1[CH:7]=[CH:6][CH:5]=[CH:4][CH:3]=1. (2) The product is: [CH3:12][N:11]([CH2:10][CH2:9][C:8]1[C:14]2[C:5](=[CH:4][CH:3]=[C:2]([C:17]#[N:18])[CH:15]=2)[NH:6][CH:7]=1)[CH3:13]. Given the reactants Br[C:2]1[CH:15]=[C:14]2[C:5]([NH:6][CH:7]=[C:8]2[CH2:9][CH2:10][N:11]([CH3:13])[CH3:12])=[CH:4][CH:3]=1.[Cu][C:17]#[N:18].CN1CCCC1=O, predict the reaction product. (3) Given the reactants [CH2:1]([N:3]1[C:7]([NH:8][CH:9]=[C:10]([C:16](OCC)=O)[C:11]([O:13][CH2:14][CH3:15])=[O:12])=[CH:6][CH:5]=[N:4]1)[CH3:2].P(Cl)(Cl)([Cl:23])=O, predict the reaction product. The product is: [Cl:23][C:16]1[C:10]([C:11]([O:13][CH2:14][CH3:15])=[O:12])=[CH:9][N:8]=[C:7]2[N:3]([CH2:1][CH3:2])[N:4]=[CH:5][C:6]=12.